This data is from Full USPTO retrosynthesis dataset with 1.9M reactions from patents (1976-2016). The task is: Predict the reactants needed to synthesize the given product. (1) Given the product [CH:16]1([CH2:15][C@H:11]([CH2:10][N:9]([CH:21]=[O:22])[OH:8])[C:12]([NH:24][C@@H:25]([C:47]2[CH:48]=[CH:49][CH:50]=[CH:51][CH:52]=2)[C:26]([N:28]2[CH2:29][CH2:30][CH:31]([NH:34][C:35](=[O:46])[C:36]3[CH:41]=[CH:40][C:39]([C:42]([F:43])([F:44])[F:45])=[CH:38][CH:37]=3)[CH2:32][CH2:33]2)=[O:27])=[O:14])[CH2:17][CH2:18][CH2:19][CH2:20]1, predict the reactants needed to synthesize it. The reactants are: C([O:8][N:9]([CH:21]=[O:22])[CH2:10][C@@H:11]([CH2:15][CH:16]1[CH2:20][CH2:19][CH2:18][CH2:17]1)[C:12]([OH:14])=O)C1C=CC=CC=1.Cl.[NH2:24][C@@H:25]([C:47]1[CH:52]=[CH:51][CH:50]=[CH:49][CH:48]=1)[C:26]([N:28]1[CH2:33][CH2:32][CH:31]([NH:34][C:35](=[O:46])[C:36]2[CH:41]=[CH:40][C:39]([C:42]([F:45])([F:44])[F:43])=[CH:38][CH:37]=2)[CH2:30][CH2:29]1)=[O:27]. (2) Given the product [CH2:1]([O:8][C:9]1[CH:10]=[CH:11][C:12]([S:20](=[O:33])(=[O:32])[NH:21][C:22]2[CH:23]=[CH:24][C:25]3[CH2:29][O:28][B:27]([OH:30])[C:26]=3[CH:31]=2)=[C:13]([NH:15][C:16](=[O:19])[CH2:17][N:36]([CH3:37])[CH3:35])[CH:14]=1)[C:2]1[CH:7]=[CH:6][CH:5]=[CH:4][CH:3]=1, predict the reactants needed to synthesize it. The reactants are: [CH2:1]([O:8][C:9]1[CH:10]=[CH:11][C:12]([S:20](=[O:33])(=[O:32])[NH:21][C:22]2[CH:23]=[CH:24][C:25]3[CH2:29][O:28][B:27]([OH:30])[C:26]=3[CH:31]=2)=[C:13]([NH:15][C:16](=[O:19])[CH2:17]Cl)[CH:14]=1)[C:2]1[CH:7]=[CH:6][CH:5]=[CH:4][CH:3]=1.Cl.[CH3:35][NH:36][CH3:37].CN1CCOCC1. (3) Given the product [Cl:1][C:2]1[C:3]2[C:10]([CH3:11])=[CH:9][N:8]([S:20]([C:14]3[CH:19]=[CH:18][CH:17]=[CH:16][CH:15]=3)(=[O:22])=[O:21])[C:4]=2[N:5]=[CH:6][N:7]=1, predict the reactants needed to synthesize it. The reactants are: [Cl:1][C:2]1[C:3]2[C:10]([CH3:11])=[CH:9][NH:8][C:4]=2[N:5]=[CH:6][N:7]=1.[H-].[Na+].[C:14]1([S:20](Cl)(=[O:22])=[O:21])[CH:19]=[CH:18][CH:17]=[CH:16][CH:15]=1. (4) Given the product [ClH:33].[N:12]1([S:9]([C:7]2[CH:8]=[C:3]([CH:4]=[CH:5][C:6]=2[O:26][C:27]2[CH:32]=[C:31]([Cl:33])[CH:30]=[C:29]([Cl:34])[CH:28]=2)[C:1]#[N:2])(=[O:10])=[O:11])[CH2:18][CH2:17][CH2:16][NH:15][CH2:14][CH2:13]1, predict the reactants needed to synthesize it. The reactants are: [C:1]([C:3]1[CH:4]=[CH:5][C:6]([O:26][C:27]2[CH:32]=[C:31]([Cl:33])[CH:30]=[C:29]([Cl:34])[CH:28]=2)=[C:7]([S:9]([N:12]2[CH2:18][CH2:17][CH2:16][N:15](C(OC(C)(C)C)=O)[CH2:14][CH2:13]2)(=[O:11])=[O:10])[CH:8]=1)#[N:2].Cl.